From a dataset of Catalyst prediction with 721,799 reactions and 888 catalyst types from USPTO. Predict which catalyst facilitates the given reaction. (1) Reactant: Br[C:2]1[N:3]=[C:4]([C:16]#[N:17])[C:5]([NH:8][C:9](=[O:15])[O:10][C:11]([CH3:14])([CH3:13])[CH3:12])=[N:6][CH:7]=1.[F-:18].[K+]. Product: [C:16]([C:4]1[C:5]([NH:8][C:9](=[O:15])[O:10][C:11]([CH3:14])([CH3:13])[CH3:12])=[N:6][CH:7]=[C:2]([F:18])[N:3]=1)#[N:17]. The catalyst class is: 16. (2) Reactant: [CH3:1][C:2]1[C:7]([N+:8]([O-])=O)=[CH:6][C:5]([C:11]2[CH:16]=[CH:15][CH:14]=[CH:13][CH:12]=2)=[CH:4][C:3]=1[C:17]([O:19][CH3:20])=[O:18].C([O-])=O.[NH4+]. Product: [NH2:8][C:7]1[C:2]([CH3:1])=[C:3]([C:17]([O:19][CH3:20])=[O:18])[CH:4]=[C:5]([C:11]2[CH:16]=[CH:15][CH:14]=[CH:13][CH:12]=2)[CH:6]=1. The catalyst class is: 29. (3) Reactant: [OH:1][C:2]1[CH:7]=[CH:6][C:5]([C:8]2[C:17]([CH2:18][N:19]([C:37]3[CH:42]=[CH:41][CH:40]=[CH:39][C:38]=3[O:43][CH3:44])C(OCC3C4C=CC=CC=4C4C3=CC=CC=4)=O)=[C:16]3[C:11]([NH:12][C:13]([CH3:48])([CH3:47])[C:14](=[O:46])[N:15]3[CH3:45])=[CH:10][CH:9]=2)=[C:4]([O:49][CH3:50])[CH:3]=1.[CH2:51]([N:53](CC)[CH2:54]C)C.Cl.[Cl-].[O:60]1[CH2:64][CH2:63][CH2:62][CH2:61]1. Product: [CH3:44][O:43][C:38]1[CH:39]=[CH:40][CH:41]=[CH:42][C:37]=1[NH:19][CH2:18][C:17]1[C:8]([C:5]2[CH:6]=[CH:7][C:2]([O:1][C:64]([C:63]3[CH:51]=[N:53][CH:54]=[CH:61][CH:62]=3)=[O:60])=[CH:3][C:4]=2[O:49][CH3:50])=[CH:9][CH:10]=[C:11]2[C:16]=1[N:15]([CH3:45])[C:14](=[O:46])[C:13]([CH3:48])([CH3:47])[NH:12]2. The catalyst class is: 4. (4) Reactant: [C:1]([C:5]1[CH:25]=[CH:24][C:8]([C:9]([NH:11][C:12]2[N:13]=[C:14]3[CH:19]=[CH:18][C:17]4[O:20][CH2:21][CH2:22][C:16]=4[N:15]3[CH:23]=2)=[O:10])=[CH:7][N:6]=1)([CH3:4])([CH3:3])[CH3:2].[ClH:26]. Product: [ClH:26].[ClH:26].[C:1]([C:5]1[CH:25]=[CH:24][C:8]([C:9]([NH:11][C:12]2[N:13]=[C:14]3[CH:19]=[CH:18][C:17]4[O:20][CH2:21][CH2:22][C:16]=4[N:15]3[CH:23]=2)=[O:10])=[CH:7][N:6]=1)([CH3:4])([CH3:2])[CH3:3]. The catalyst class is: 5. (5) Reactant: C(OC(=O)[NH:7][C:8]1[CH:13]=[C:12]([CH2:14][C:15]([OH:23])([C:17]2[CH:22]=[CH:21][CH:20]=[CH:19][CH:18]=2)[CH3:16])[CH:11]=[CH:10][N:9]=1)(C)(C)C.FC(F)(F)C(O)=O.CCOC(C)=O.C([O-])(O)=O.[Na+]. Product: [NH2:7][C:8]1[CH:13]=[C:12]([CH2:14][C:15]([C:17]2[CH:18]=[CH:19][CH:20]=[CH:21][CH:22]=2)([OH:23])[CH3:16])[CH:11]=[CH:10][N:9]=1. The catalyst class is: 34. (6) Product: [Br:7][C:5]1[N:6]=[C:2]([N:24]2[CH2:29][CH2:28][O:27][CH2:26][CH2:25]2)[S:3][C:4]=1[C:8]([O:10][CH2:11][CH3:12])=[O:9]. Reactant: Br[C:2]1[S:3][C:4]([C:8]([O:10][CH2:11][CH3:12])=[O:9])=[C:5]([Br:7])[N:6]=1.C(=O)([O-])[O-].[Cs+].[Cs+].O1CCCC1.[NH:24]1[CH2:29][CH2:28][O:27][CH2:26][CH2:25]1. The catalyst class is: 161.